From a dataset of CYP2C9 substrate classification data from Carbon-Mangels et al.. Regression/Classification. Given a drug SMILES string, predict its absorption, distribution, metabolism, or excretion properties. Task type varies by dataset: regression for continuous measurements (e.g., permeability, clearance, half-life) or binary classification for categorical outcomes (e.g., BBB penetration, CYP inhibition). Dataset: cyp2c9_substrate_carbonmangels. (1) The compound is CN(C)CCCN1c2ccccc2Sc2ccc(Cl)cc21. The result is 0 (non-substrate). (2) The molecule is NN=O. The result is 0 (non-substrate). (3) The compound is CNCCC=C1c2ccccc2CCc2ccccc21. The result is 0 (non-substrate).